From a dataset of Forward reaction prediction with 1.9M reactions from USPTO patents (1976-2016). Predict the product of the given reaction. Given the reactants C(OC([N:8]1[CH2:13][CH2:12][CH:11]([NH:14][C:15]2[O:16][C:17]3[CH:23]=[CH:22][C:21]([C:24]#[N:25])=[CH:20][C:18]=3[N:19]=2)[CH2:10][CH2:9]1)=O)(C)(C)C.FC(F)(F)C(O)=O, predict the reaction product. The product is: [NH:8]1[CH2:9][CH2:10][CH:11]([NH:14][C:15]2[O:16][C:17]3[CH:23]=[CH:22][C:21]([C:24]#[N:25])=[CH:20][C:18]=3[N:19]=2)[CH2:12][CH2:13]1.